From a dataset of Full USPTO retrosynthesis dataset with 1.9M reactions from patents (1976-2016). Predict the reactants needed to synthesize the given product. (1) Given the product [CH:1]1([C:4]2[C:5]([N:25]([CH2:26][CH2:27][CH2:28][C:29]3[NH:32][C:38](=[S:39])[O:31][N:30]=3)[S:34]([CH3:37])(=[O:36])=[O:35])=[CH:6][C:7]3[O:11][C:10]([C:12]4[CH:17]=[CH:16][C:15]([F:18])=[CH:14][CH:13]=4)=[C:9]([C:19]4[NH:20][CH:21]=[CH:22][N:23]=4)[C:8]=3[CH:24]=2)[CH2:3][CH2:2]1, predict the reactants needed to synthesize it. The reactants are: [CH:1]1([C:4]2[C:5]([N:25]([S:34]([CH3:37])(=[O:36])=[O:35])[CH2:26][CH2:27][CH2:28]/[C:29](=[N:32]/[H])/[NH:30][OH:31])=[CH:6][C:7]3[O:11][C:10]([C:12]4[CH:17]=[CH:16][C:15]([F:18])=[CH:14][CH:13]=4)=[C:9]([C:19]4[NH:20][CH:21]=[CH:22][N:23]=4)[C:8]=3[CH:24]=2)[CH2:3][CH2:2]1.[C:38](N1C=CN=C1)(N1C=CN=C1)=[S:39].N12CCCN=C1CCCCC2.Cl. (2) Given the product [CH3:1][C:2]1[N:7]=[C:6]([C:8]([N:46]2[C@H:47]([CH2:51][NH:52][C:53]3[CH:58]=[CH:57][C:56]([C:59]([F:60])([F:61])[F:62])=[CH:55][N:54]=3)[CH2:48][C@@H:49]3[C@@H:44]([CH2:50]3)[CH2:45]2)=[O:10])[C:5]([O:11][CH3:12])=[CH:4][CH:3]=1, predict the reactants needed to synthesize it. The reactants are: [CH3:1][C:2]1[N:7]=[C:6]([C:8]([OH:10])=O)[C:5]([O:11][CH3:12])=[CH:4][CH:3]=1.CCN(C(C)C)C(C)C.CN(C(ON1N=NC2C=CC=CC1=2)=[N+](C)C)C.[B-](F)(F)(F)F.[C@@H:44]12[CH2:50][C@@H:49]1[CH2:48][C@@H:47]([CH2:51][NH:52][C:53]1[CH:58]=[CH:57][C:56]([C:59]([F:62])([F:61])[F:60])=[CH:55][N:54]=1)[NH:46][CH2:45]2. (3) Given the product [CH2:29]([O:28][C:26](=[O:27])[C:23]([CH3:25])([O:22][C:18]1[CH:19]=[CH:20][CH:21]=[C:16]([C:15](=[O:31])[NH:14][CH:11]2[CH2:10][CH2:9][NH:8][CH2:13][CH2:12]2)[CH:17]=1)[CH3:24])[CH3:30], predict the reactants needed to synthesize it. The reactants are: C(OC([N:8]1[CH2:13][CH2:12][CH:11]([NH:14][C:15](=[O:31])[C:16]2[CH:21]=[CH:20][CH:19]=[C:18]([O:22][C:23]([C:26]([O:28][CH2:29][CH3:30])=[O:27])([CH3:25])[CH3:24])[CH:17]=2)[CH2:10][CH2:9]1)=O)(C)(C)C.C(O)(C(F)(F)F)=O. (4) Given the product [F:30][C:28]([F:29])([F:31])[C:27]([C:24]1[CH:25]=[CH:26][C:21]([N:8]2[CH2:9][CH2:10][N:11]([S:13]([C:16]3[S:17][CH:18]=[CH:19][CH:20]=3)(=[O:14])=[O:15])[CH2:12][CH:7]2[CH2:6][N:36]2[CH2:37][CH2:38][O:39][CH2:40][C@@H:35]2[CH3:34])=[CH:22][CH:23]=1)([OH:33])[CH3:32], predict the reactants needed to synthesize it. The reactants are: CS(O[CH2:6][CH:7]1[CH2:12][N:11]([S:13]([C:16]2[S:17][CH:18]=[CH:19][CH:20]=2)(=[O:15])=[O:14])[CH2:10][CH2:9][N:8]1[C:21]1[CH:26]=[CH:25][C:24]([C:27]([OH:33])([CH3:32])[C:28]([F:31])([F:30])[F:29])=[CH:23][CH:22]=1)(=O)=O.[CH3:34][C@H:35]1[CH2:40][O:39][CH2:38][CH2:37][NH:36]1.C(=O)([O-])[O-].[K+].[K+]. (5) Given the product [CH:1]([C:3]1[S:7][C:6]([NH:8][CH:9]([CH:13]([CH3:15])[CH3:14])[C:10]([NH:16][C@@H:17]([CH3:18])[C:19]([NH:21][C@@H:22]([CH3:23])[C:24]([O:26][C:27]([CH3:30])([CH3:29])[CH3:28])=[O:25])=[O:20])=[O:12])=[N:5][CH:4]=1)=[O:2], predict the reactants needed to synthesize it. The reactants are: [CH:1]([C:3]1[S:7][C:6]([NH:8][C@@H:9]([CH:13]([CH3:15])[CH3:14])[C:10]([OH:12])=O)=[N:5][CH:4]=1)=[O:2].[NH2:16][C@H:17]([C:19]([NH:21][C@H:22]([C:24]([O:26][C:27]([CH3:30])([CH3:29])[CH3:28])=[O:25])[CH3:23])=[O:20])[CH3:18].Cl.C(Cl)CCl.ON1C2N=CC=CC=2N=N1.CN1CCOCC1. (6) Given the product [C:24]1([C:33]2[CH:34]=[CH:35][CH:36]=[CH:37][CH:38]=2)[CH:25]=[CH:26][C:27]([C:30]([O:1][C:2]2[CH:10]=[C:9]([O:11][CH2:12][CH2:13][O:14]/[N:15]=[C:16](/[C:18]3[CH:19]=[CH:20][CH:21]=[CH:22][CH:23]=3)\[CH3:17])[CH:8]=[CH:7][C:3]=2[C:4]([OH:6])=[O:5])=[O:31])=[CH:28][CH:29]=1, predict the reactants needed to synthesize it. The reactants are: [OH:1][C:2]1[CH:10]=[C:9]([O:11][CH2:12][CH2:13][O:14][N:15]=[C:16]([C:18]2[CH:23]=[CH:22][CH:21]=[CH:20][CH:19]=2)[CH3:17])[CH:8]=[CH:7][C:3]=1[C:4]([OH:6])=[O:5].[C:24]1([C:33]2[CH:38]=[CH:37][CH:36]=[CH:35][CH:34]=2)[CH:29]=[CH:28][C:27]([C:30](Cl)=[O:31])=[CH:26][CH:25]=1. (7) The reactants are: [C:1]([N:5]1[C:9]([C:10]2[CH:15]=[CH:14][C:13]([F:16])=[CH:12][CH:11]=2)=[C:8]([C:17]2[S:18][CH:19]=[C:20]([CH2:22][C:23]([OH:25])=O)[N:21]=2)[CH:7]=[N:6]1)([CH3:4])([CH3:3])[CH3:2].[NH2:26][CH2:27][CH2:28][C:29]#[N:30]. Given the product [C:1]([N:5]1[C:9]([C:10]2[CH:11]=[CH:12][C:13]([F:16])=[CH:14][CH:15]=2)=[C:8]([C:17]2[S:18][CH:19]=[C:20]([CH2:22][C:23]([NH:30][CH2:29][CH2:28][C:27]#[N:26])=[O:25])[N:21]=2)[CH:7]=[N:6]1)([CH3:2])([CH3:3])[CH3:4], predict the reactants needed to synthesize it. (8) Given the product [CH3:1][NH:2][C:3]([NH:32][NH:31][C:29](=[O:30])[C:28]1[CH:27]=[CH:26][C:25]([CH3:24])=[CH:34][CH:33]=1)=[O:4], predict the reactants needed to synthesize it. The reactants are: [CH3:1][NH:2][C:3](=O)[O:4]C1C=CC([N+]([O-])=O)=CC=1.C(N(CC)C(C)C)(C)C.[CH3:24][C:25]1[CH:34]=[CH:33][C:28]([C:29]([NH:31][NH2:32])=[O:30])=[CH:27][CH:26]=1. (9) Given the product [Br:16][C:17]1[CH:18]=[C:19]([C@@H:23]2[CH2:29][N:28]([C:2]3[N:7]([CH3:8])[C:6](=[O:9])[CH:5]=[C:4]([C:10]4[CH:15]=[CH:14][N:13]=[CH:12][N:11]=4)[N:3]=3)[CH2:27][CH2:26][CH2:25][O:24]2)[CH:20]=[CH:21][CH:22]=1, predict the reactants needed to synthesize it. The reactants are: Cl[C:2]1[N:7]([CH3:8])[C:6](=[O:9])[CH:5]=[C:4]([C:10]2[CH:15]=[CH:14][N:13]=[CH:12][N:11]=2)[N:3]=1.[Br:16][C:17]1[CH:18]=[C:19]([C@@H:23]2[CH2:29][NH:28][CH2:27][CH2:26][CH2:25][O:24]2)[CH:20]=[CH:21][CH:22]=1.C(N(CC)CC)C. (10) Given the product [CH3:1][O:2][C:3]1[CH:4]=[C:5]2[C:10](=[CH:11][CH:12]=1)[CH:9]=[C:8]([CH:18]([N:26]1[CH2:27][CH2:28][N:23]([CH3:22])[CH2:24][CH2:25]1)[C:17]([OH:21])=[O:20])[CH:7]=[CH:6]2, predict the reactants needed to synthesize it. The reactants are: [CH3:1][O:2][C:3]1[CH:4]=[C:5]2[C:10](=[CH:11][CH:12]=1)[CH:9]=[C:8](B(O)O)[CH:7]=[CH:6]2.O.[C:17]([OH:21])(=[O:20])[CH:18]=O.[CH3:22][N:23]1[CH2:28][CH2:27][NH:26][CH2:25][CH2:24]1.